This data is from Full USPTO retrosynthesis dataset with 1.9M reactions from patents (1976-2016). The task is: Predict the reactants needed to synthesize the given product. (1) Given the product [CH3:1][O:2][C:3]([C:5]1[S:6][C:7]([B:21]2[O:25][C:24]([CH3:27])([CH3:26])[C:23]([CH3:29])([CH3:28])[O:22]2)=[CH:8][C:9]=1[O:10][CH:11]([C:13]1[CH:18]=[CH:17][CH:16]=[CH:15][C:14]=1[Cl:19])[CH3:12])=[O:4], predict the reactants needed to synthesize it. The reactants are: [CH3:1][O:2][C:3]([C:5]1[S:6][C:7](Br)=[CH:8][C:9]=1[O:10][CH:11]([C:13]1[CH:18]=[CH:17][CH:16]=[CH:15][C:14]=1[Cl:19])[CH3:12])=[O:4].[B:21]1([B:21]2[O:25][C:24]([CH3:27])([CH3:26])[C:23]([CH3:29])([CH3:28])[O:22]2)[O:25][C:24]([CH3:27])([CH3:26])[C:23]([CH3:29])([CH3:28])[O:22]1.CC([O-])=O.[K+]. (2) Given the product [CH2:21]([O:20][C:14]1[CH:13]=[CH:12][C:11]2[CH:10]([NH2:9])[CH2:19][CH2:18][CH2:17][C:16]=2[N:15]=1)[C:22]1[CH:23]=[CH:24][CH:25]=[CH:26][CH:27]=1, predict the reactants needed to synthesize it. The reactants are: C(O[NH:9][CH:10]1[CH2:19][CH2:18][CH2:17][C:16]2[N:15]=[C:14]([O:20][CH2:21][C:22]3[CH:27]=[CH:26][CH:25]=[CH:24][CH:23]=3)[CH:13]=[CH:12][C:11]1=2)C1C=CC=CC=1.B.O. (3) Given the product [CH3:28][N:29]1[CH:33]=[C:32]([CH2:34][NH:35][C:24]([C:21]2[O:22][C:23]3[C:15]([N:12]4[CH2:11][CH2:10][N:9]([CH2:8][CH2:7][C:2]5[CH:3]=[CH:4][CH:5]=[CH:6][N:1]=5)[CH2:14][CH2:13]4)=[CH:16][CH:17]=[CH:18][C:19]=3[CH:20]=2)=[O:25])[N:31]=[CH:30]1, predict the reactants needed to synthesize it. The reactants are: [N:1]1[CH:6]=[CH:5][CH:4]=[CH:3][C:2]=1[CH2:7][CH2:8][N:9]1[CH2:14][CH2:13][N:12]([C:15]2[C:23]3[O:22][C:21]([C:24]([O-])=[O:25])=[CH:20][C:19]=3[CH:18]=[CH:17][CH:16]=2)[CH2:11][CH2:10]1.[Li+].[CH3:28][N:29]1[CH:33]=[C:32]([CH2:34][NH2:35])[N:31]=[CH:30]1. (4) Given the product [CH2:1]([O:3][C:4]([N:6]1[CH2:15][CH2:14][C:13]2[C:12]3[N:16]([CH2:21][CH3:22])[CH:17]=[CH:18][C:11]=3[S:10][C:9]=2[CH2:8][CH2:7]1)=[O:5])[CH3:2], predict the reactants needed to synthesize it. The reactants are: [CH2:1]([O:3][C:4]([N:6]1[CH2:15][CH2:14][C:13]2[C:12]3[NH:16][CH:17]=[CH:18][C:11]=3[S:10][C:9]=2[CH2:8][CH2:7]1)=[O:5])[CH3:2].[H-].[Na+].[CH2:21](Br)[CH3:22].